This data is from Full USPTO retrosynthesis dataset with 1.9M reactions from patents (1976-2016). The task is: Predict the reactants needed to synthesize the given product. (1) Given the product [CH:36]1([CH2:35][O:34][C:31]2[CH:32]=[CH:33][C:28]([CH2:27][O:1][C:2]3[CH:10]=[CH:9][C:8]4[NH:7][C:6]5[CH:11]([CH2:14][C:15]([O:17][CH2:18][CH3:19])=[O:16])[CH2:12][CH2:13][C:5]=5[C:4]=4[CH:3]=3)=[CH:29][C:30]=2[C:39]([F:40])([F:41])[F:42])[CH2:38][CH2:37]1, predict the reactants needed to synthesize it. The reactants are: [OH:1][C:2]1[CH:10]=[CH:9][C:8]2[NH:7][C:6]3[CH:11]([CH2:14][C:15]([O:17][CH2:18][CH3:19])=[O:16])[CH2:12][CH2:13][C:5]=3[C:4]=2[CH:3]=1.C([O-])([O-])=O.[Cs+].[Cs+].Cl[CH2:27][C:28]1[CH:33]=[CH:32][C:31]([O:34][CH2:35][CH:36]2[CH2:38][CH2:37]2)=[C:30]([C:39]([F:42])([F:41])[F:40])[CH:29]=1. (2) Given the product [Br:9][C:10]1[CH:15]=[CH:14][C:13]([N:2]([C:3]2[CH:8]=[CH:7][CH:6]=[CH:5][CH:4]=2)[CH3:1])=[CH:12][CH:11]=1, predict the reactants needed to synthesize it. The reactants are: [CH3:1][NH:2][C:3]1[CH:8]=[CH:7][CH:6]=[CH:5][CH:4]=1.[Br:9][C:10]1[CH:15]=[CH:14][C:13](OC)=[CH:12][CH:11]=1.